The task is: Predict the product of the given reaction.. This data is from Forward reaction prediction with 1.9M reactions from USPTO patents (1976-2016). (1) Given the reactants F[C:2]1[CH:9]=[CH:8][CH:7]=[CH:6][C:3]=1[C:4]#[N:5].C(=O)([O-])[O-].[K+].[K+].[F:16][C:17]1[CH:29]=[C:28]([OH:30])[C:27]([F:31])=[CH:26][C:18]=1[C:19]([NH:21][S:22]([CH3:25])(=[O:24])=[O:23])=[O:20], predict the reaction product. The product is: [C:4]([C:3]1[CH:6]=[CH:7][CH:8]=[CH:9][C:2]=1[O:30][C:28]1[C:27]([F:31])=[CH:26][C:18]([C:19]([NH:21][S:22]([CH3:25])(=[O:23])=[O:24])=[O:20])=[C:17]([F:16])[CH:29]=1)#[N:5]. (2) Given the reactants [CH2:1]([C:3]1[N:4]([C:14]2[CH:19]=[CH:18][C:17]([F:20])=[CH:16][CH:15]=2)[C:5](=[O:13])[C:6]2[CH:12]=[CH:11][CH:10]=[N:9][C:7]=2[N:8]=1)[CH3:2].C([O-])(=O)C.[Na+].[Br:26]Br, predict the reaction product. The product is: [Br:26][CH:1]([C:3]1[N:4]([C:14]2[CH:19]=[CH:18][C:17]([F:20])=[CH:16][CH:15]=2)[C:5](=[O:13])[C:6]2[CH:12]=[CH:11][CH:10]=[N:9][C:7]=2[N:8]=1)[CH3:2]. (3) The product is: [Cl:8][C:9]1[CH:10]=[C:11]([CH:21]=[CH:22][CH:23]=1)[CH2:12][CH:13]1[C:14]2([O:20][CH2:4]2)[C:15]2([CH2:16][CH2:17]2)[CH2:18][CH2:19]1. Given the reactants [H-].[Na+].[I-].[CH3:4][S+](C)C.[Cl:8][C:9]1[CH:10]=[C:11]([CH:21]=[CH:22][CH:23]=1)[CH2:12][CH:13]1[CH2:19][CH2:18][C:15]2([CH2:17][CH2:16]2)[C:14]1=[O:20].O, predict the reaction product. (4) The product is: [C:18]([O:17][C:16](=[O:22])[N:15]([C:11]1[CH:12]=[CH:13][CH:14]=[C:9]([C:3]2[C:2]([Cl:1])=[CH:7][N:6]=[C:5]([F:8])[CH:4]=2)[CH:10]=1)[CH2:36][CH:37]1[CH2:42][CH2:41][O:40][CH2:39][CH2:38]1)([CH3:19])([CH3:21])[CH3:20]. Given the reactants [Cl:1][C:2]1[C:3]([C:9]2[CH:10]=[C:11]([NH:15][C:16](=[O:22])[O:17][C:18]([CH3:21])([CH3:20])[CH3:19])[CH:12]=[CH:13][CH:14]=2)=[CH:4][C:5]([F:8])=[N:6][CH:7]=1.[H-].[Na+].CC1C=CC(S(O[CH2:36][CH:37]2[CH2:42][CH2:41][O:40][CH2:39][CH2:38]2)(=O)=O)=CC=1, predict the reaction product. (5) Given the reactants [NH2:1][C:2]1[CH:3]=[C:4]2[C:9](=[C:10]([Cl:12])[CH:11]=1)[N:8]=[CH:7][C:6]([C:13]#[N:14])=[C:5]2[NH:15][C:16]1[CH:21]=[CH:20][C:19]([F:22])=[C:18]([Cl:23])[CH:17]=1.[CH:24]([C:27]1[N:28]=[CH:29][NH:30][C:31]=1[CH:32]=O)([CH3:26])[CH3:25].[BH3-]C#N.[Na+], predict the reaction product. The product is: [Cl:12][C:10]1[CH:11]=[C:2]([NH:1][CH2:32][C:31]2[NH:30][CH:29]=[N:28][C:27]=2[CH:24]([CH3:26])[CH3:25])[CH:3]=[C:4]2[C:9]=1[N:8]=[CH:7][C:6]([C:13]#[N:14])=[C:5]2[NH:15][C:16]1[CH:21]=[CH:20][C:19]([F:22])=[C:18]([Cl:23])[CH:17]=1. (6) Given the reactants [OH:1][C@H:2]1[C@H:7]([CH2:8][NH:9]CC2C=CC=CC=2)[CH2:6][CH2:5][N:4]([C:17]([O:19][C:20]([CH3:23])([CH3:22])[CH3:21])=[O:18])[CH2:3]1.[H][H], predict the reaction product. The product is: [NH2:9][CH2:8][C@@H:7]1[CH2:6][CH2:5][N:4]([C:17]([O:19][C:20]([CH3:22])([CH3:21])[CH3:23])=[O:18])[CH2:3][C@H:2]1[OH:1].